From a dataset of Forward reaction prediction with 1.9M reactions from USPTO patents (1976-2016). Predict the product of the given reaction. (1) Given the reactants [Cl:1][C:2]1[CH:3]=[C:4]([C:9]2[O:13][N:12]=[CH:11][C:10]=2[CH2:14][CH2:15][C:16](OC)=[O:17])[CH:5]=[CH:6][C:7]=1[Cl:8].[H-].C([Al+]CC(C)C)C(C)C.Cl, predict the reaction product. The product is: [Cl:1][C:2]1[CH:3]=[C:4]([C:9]2[O:13][N:12]=[CH:11][C:10]=2[CH2:14][CH2:15][CH2:16][OH:17])[CH:5]=[CH:6][C:7]=1[Cl:8]. (2) Given the reactants [CH3:1][C:2]1[CH:7]=[CH:6][N:5]=[CH:4][C:3]=1[C:8]1[CH:9]=[C:10]2[C:15](=[CH:16][CH:17]=1)[N:14]=[C:13]([NH2:18])[N:12]=[CH:11]2.[N:19]1([CH2:24][CH2:25][CH2:26][CH2:27]N)[CH2:23][CH2:22][CH2:21][CH2:20]1.O.C1(C)C=CC(S(O)(=O)=O)=CC=1.[OH-].[Na+], predict the reaction product. The product is: [CH3:1][C:2]1[CH:7]=[CH:6][N:5]=[CH:4][C:3]=1[C:8]1[CH:9]=[C:10]2[C:15](=[CH:16][CH:17]=1)[N:14]=[C:13]([NH:18][CH2:27][CH2:26][CH2:25][CH2:24][N:19]1[CH2:23][CH2:22][CH2:21][CH2:20]1)[N:12]=[CH:11]2. (3) Given the reactants C[O:2][CH:3](OC)[C:4]1[CH:5]=[CH:6][C:7]([N+:29]([O-:31])=[O:30])=[C:8]([NH:10][C:11]2[S:12][C:13]([C:26]([NH2:28])=[O:27])=[C:14]([C:16]3[CH:21]=[CH:20][CH:19]=[C:18]([C:22]([F:25])([F:24])[F:23])[CH:17]=3)[N:15]=2)[CH:9]=1.C(#N)C.Cl, predict the reaction product. The product is: [CH:3]([C:4]1[CH:5]=[CH:6][C:7]([N+:29]([O-:31])=[O:30])=[C:8]([NH:10][C:11]2[S:12][C:13]([C:26]([NH2:28])=[O:27])=[C:14]([C:16]3[CH:21]=[CH:20][CH:19]=[C:18]([C:22]([F:23])([F:24])[F:25])[CH:17]=3)[N:15]=2)[CH:9]=1)=[O:2]. (4) The product is: [O:25]1[C:34]2[CH:33]=[C:32]([CH2:35][NH:1][C:2]34[CH2:9][CH2:8][C:5]([CH2:10][CH2:11][N:12]5[C:17](=[O:18])[CH:16]=[N:15][C:14]6[CH:19]=[CH:20][C:21]([O:23][CH3:24])=[N:22][C:13]5=6)([CH2:6][CH2:7]3)[O:4][CH2:3]4)[N:31]=[CH:30][C:29]=2[O:28][CH2:27][CH2:26]1. Given the reactants [NH2:1][C:2]12[CH2:9][CH2:8][C:5]([CH2:10][CH2:11][N:12]3[C:17](=[O:18])[CH:16]=[N:15][C:14]4[CH:19]=[CH:20][C:21]([O:23][CH3:24])=[N:22][C:13]3=4)([CH2:6][CH2:7]1)[O:4][CH2:3]2.[O:25]1[C:34]2[CH:33]=[C:32]([CH:35]=O)[N:31]=[CH:30][C:29]=2[O:28][CH2:27][CH2:26]1, predict the reaction product. (5) The product is: [N:12]1([CH2:10][C:8]2[CH:9]=[C:4]3[CH:3]=[CH:2][NH:1][C:5]3=[N:6][CH:7]=2)[CH2:17][CH2:16][O:15][CH2:14][CH2:13]1. Given the reactants [NH:1]1[C:5]2=[N:6][CH:7]=[C:8]([CH:10]=O)[CH:9]=[C:4]2[CH:3]=[CH:2]1.[NH:12]1[CH2:17][CH2:16][O:15][CH2:14][CH2:13]1.C(O)(=O)C.C(O[BH-](OC(=O)C)OC(=O)C)(=O)C.[Na+], predict the reaction product.